Dataset: Full USPTO retrosynthesis dataset with 1.9M reactions from patents (1976-2016). Task: Predict the reactants needed to synthesize the given product. (1) Given the product [Cl:1][C:2]1[CH:3]=[CH:4][C:5]([CH2:6][NH:7][C:8]([C:10]2[CH:11]=[C:12]3[C:13]([C:14](=[O:16])[N:32]([CH2:31][C:28]4[S:29][CH:30]=[C:26]([CH3:25])[N:27]=4)[C:21](=[S:22])[NH:20]3)=[CH:18][CH:19]=2)=[O:9])=[CH:23][CH:24]=1, predict the reactants needed to synthesize it. The reactants are: [Cl:1][C:2]1[CH:24]=[CH:23][C:5]([CH2:6][NH:7][C:8]([C:10]2[CH:19]=[CH:18][C:13]([C:14]([O:16]C)=O)=[C:12]([N:20]=[C:21]=[S:22])[CH:11]=2)=[O:9])=[CH:4][CH:3]=1.[CH3:25][C:26]1[N:27]=[C:28]([CH2:31][NH2:32])[S:29][CH:30]=1.Cl. (2) Given the product [Cl:1][C:2]1[CH:7]=[C:6]([N+:12]([O-:14])=[O:13])[C:5]([CH3:8])=[C:4]([N+:9]([O-:11])=[O:10])[CH:3]=1, predict the reactants needed to synthesize it. The reactants are: [Cl:1][C:2]1[CH:7]=[CH:6][C:5]([CH3:8])=[C:4]([N+:9]([O-:11])=[O:10])[CH:3]=1.[N+:12]([O-])([OH:14])=[O:13].O. (3) Given the product [N:16]1([C:21]2[C:26]([NH:27][CH:28]([CH3:30])[CH3:29])=[CH:25][CH:24]=[CH:23][N:22]=2)[CH2:15][CH2:20][NH:19][CH2:18][CH2:17]1, predict the reactants needed to synthesize it. The reactants are: FC(F)(F)C(O)=O.C([CH:15]1[CH2:20][NH:19][CH2:18][CH2:17][N:16]1[C:21]1[C:26]([NH:27][CH:28]([CH3:30])[CH3:29])=[CH:25][CH:24]=[CH:23][N:22]=1)(OC(C)(C)C)=O.C([O-])([O-])=O.[K+].[K+].O. (4) Given the product [Cl:13][C:14]1[CH:21]=[CH:20][C:19]([NH2:22])=[CH:18][C:15]=1[CH2:16][N:10]([CH3:11])[CH3:9], predict the reactants needed to synthesize it. The reactants are: ClC1C=CC(N)=C([CH2:9][N:10](C)[CH3:11])C=1.[Cl:13][C:14]1[CH:21]=[CH:20][C:19]([N+:22]([O-])=O)=[CH:18][C:15]=1[CH:16]=O. (5) Given the product [OH:37][C@@H:36]([C:38]1[CH:43]=[CH:42][CH:41]=[CH:40][CH:39]=1)[C@@H:35]([NH:34][C:16]([C@@H:9]1[CH2:10][C:11](=[N:13][O:14][CH3:15])[CH2:12][N:8]1[C:6](=[O:7])[C:28]1[CH:27]=[CH:26][C:25]([C:22]2[CH:21]=[CH:20][N:19]=[CH:24][CH:23]=2)=[CH:33][CH:32]=1)=[O:18])[CH2:44][OH:45], predict the reactants needed to synthesize it. The reactants are: C(O[C:6]([N:8]1[CH2:12][C:11](=[N:13][O:14][CH3:15])[CH2:10][C@H:9]1[C:16]([OH:18])=O)=[O:7])(C)(C)C.[N:19]1[CH:24]=[CH:23][C:22]([C:25]2[CH:33]=[CH:32][C:28](C(O)=O)=[CH:27][CH:26]=2)=[CH:21][CH:20]=1.[NH2:34][C@@H:35]([CH2:44][OH:45])[C@H:36]([C:38]1[CH:43]=[CH:42][CH:41]=[CH:40][CH:39]=1)[OH:37]. (6) Given the product [CH3:21][O:22][C:23]([C:25]1[CH:33]=[CH:32][C:28]2[N:29]([CH2:14][C:12]3[CH:11]=[C:10]([O:16][C:17]([F:20])([F:19])[F:18])[CH:9]=[C:8]4[C:13]=3[N:5]([CH2:1][CH:2]([CH3:4])[CH3:3])[N:6]=[CH:7]4)[CH:30]=[N:31][C:27]=2[CH:26]=1)=[O:24], predict the reactants needed to synthesize it. The reactants are: [CH2:1]([N:5]1[C:13]2[C:8](=[CH:9][C:10]([O:16][C:17]([F:20])([F:19])[F:18])=[CH:11][C:12]=2[CH2:14]O)[CH:7]=[N:6]1)[CH:2]([CH3:4])[CH3:3].[CH3:21][O:22][C:23]([C:25]1[CH:33]=[CH:32][C:28]2[NH:29][CH:30]=[N:31][C:27]=2[CH:26]=1)=[O:24]. (7) Given the product [Cl:14][C:13]1[C:3]2[CH2:2][N:31]([CH2:30][C:18]3[CH:19]=[N:20][C:21]([O:22][CH2:23][C:24]([F:28])([F:29])[CH:25]([F:27])[F:26])=[C:16]([Cl:15])[CH:17]=3)[C:5](=[O:7])[C:4]=2[CH:10]=[CH:11][N:12]=1, predict the reactants needed to synthesize it. The reactants are: Br[CH2:2][C:3]1[C:13]([Cl:14])=[N:12][CH:11]=[CH:10][C:4]=1[C:5]([O:7]CC)=O.[Cl:15][C:16]1[CH:17]=[C:18]([CH2:30][NH2:31])[CH:19]=[N:20][C:21]=1[O:22][CH2:23][C:24]([F:29])([F:28])[CH:25]([F:27])[F:26].